This data is from Full USPTO retrosynthesis dataset with 1.9M reactions from patents (1976-2016). The task is: Predict the reactants needed to synthesize the given product. (1) Given the product [CH3:33][S:32][CH2:31][C:26]1[CH:27]=[CH:28][CH:29]=[C:30]2[C:25]=1[NH:2][CH:1]=[C:22]2[CH:11]([C:12]1[CH:21]=[CH:20][C:19]2[C:14](=[CH:15][CH:16]=[CH:17][CH:18]=2)[CH:13]=1)[CH2:10][CH2:9][C:37]#[N:35], predict the reactants needed to synthesize it. The reactants are: [C-:1]#[N:2].[K+].CS(O[CH2:9][CH2:10][CH:11]([C:22]1[C:30]2[C:25](=[C:26]([CH2:31][S:32][CH3:33])[CH:27]=[CH:28][CH:29]=2)NC=1)[C:12]1[CH:21]=[CH:20][C:19]2[C:14](=[CH:15][CH:16]=[CH:17][CH:18]=2)[CH:13]=1)(=O)=O.C[N:35]([CH:37]=O)C. (2) Given the product [Br:1][C:2]1[CH:3]=[N:4][C:5]2[N:6]([N:8]=[C:9]([C:11]([N:26]3[CH2:25][CH2:24][N:23]4[C:19]([C:16]5[CH:17]=[CH:18][S:14][CH:15]=5)=[CH:20][CH:21]=[C:22]4[CH2:27]3)=[O:13])[CH:10]=2)[CH:7]=1, predict the reactants needed to synthesize it. The reactants are: [Br:1][C:2]1[CH:3]=[N:4][C:5]2[N:6]([N:8]=[C:9]([C:11]([OH:13])=O)[CH:10]=2)[CH:7]=1.[S:14]1[CH:18]=[CH:17][C:16]([C:19]2[N:23]3[CH2:24][CH2:25][NH:26][CH2:27][C:22]3=[CH:21][CH:20]=2)=[CH:15]1. (3) The reactants are: [F:1][C:2]1[CH:7]=[C:6]([F:8])[CH:5]=[CH:4][C:3]=1[OH:9].[Si:10](Cl)([C:13]([CH3:16])(C)C)([CH3:12])[CH3:11].N1[CH:22]=[CH:21]N=C1.O. Given the product [CH2:13]([Si:10]([O:9][C:3]1[CH:4]=[CH:5][C:6]([F:8])=[CH:7][C:2]=1[F:1])([CH3:12])[CH3:11])[CH2:16][CH2:21][CH3:22], predict the reactants needed to synthesize it. (4) Given the product [F:1][C:2]1[CH:15]=[CH:14][C:13]([F:16])=[CH:12][C:3]=1[O:4][C:5]1[CH:11]=[CH:10][C:8]([I:23])=[CH:7][CH:6]=1, predict the reactants needed to synthesize it. The reactants are: [F:1][C:2]1[CH:15]=[CH:14][C:13]([F:16])=[CH:12][C:3]=1[O:4][C:5]1[CH:11]=[CH:10][C:8](N)=[CH:7][CH:6]=1.Cl.N([O-])=O.[Na+].[Na+].[I-:23]. (5) Given the product [ClH:24].[Cl:24][C:7]([C:15]1[CH:20]=[CH:19][CH:18]=[CH:17][CH:16]=1)([C:1]1[CH:6]=[CH:5][CH:4]=[CH:3][CH:2]=1)[C:9]1[CH:14]=[CH:13][CH:12]=[CH:11][N:10]=1, predict the reactants needed to synthesize it. The reactants are: [C:1]1([C:7]([C:15]2[CH:20]=[CH:19][CH:18]=[CH:17][CH:16]=2)([C:9]2[CH:14]=[CH:13][CH:12]=[CH:11][N:10]=2)O)[CH:6]=[CH:5][CH:4]=[CH:3][CH:2]=1.C([Cl:24])(=O)C. (6) Given the product [OH:23][B:15]1[C@@H:14]([NH:28][C:29](=[O:38])[CH2:30][CH2:31][CH2:32][NH:33][S:34]([CH3:37])(=[O:35])=[O:36])[CH2:13][C:9]2[CH:10]=[CH:11][CH:12]=[C:7]([C:6]([OH:5])=[O:39])[C:8]=2[O:16]1, predict the reactants needed to synthesize it. The reactants are: C([O:5][C:6](=[O:39])[C:7]1[CH:12]=[CH:11][CH:10]=[C:9]([CH2:13][CH:14]([NH:28][C:29](=[O:38])[CH2:30][CH2:31][CH2:32][NH:33][S:34]([CH3:37])(=[O:36])=[O:35])[B:15]2[O:23]C3C(C)(C4CC(C3)C4(C)C)[O:16]2)[CH:8]=1)(C)(C)C.B(Br)(Br)Br. (7) Given the product [CH3:25][S:26]([NH:1][C:2]1[CH:24]=[CH:23][C:5]2[N:6]([C:17]3[CH:22]=[CH:21][CH:20]=[CH:19][N:18]=3)[C:7](/[CH:9]=[CH:10]/[C:11]3[CH:16]=[CH:15][CH:14]=[CH:13][CH:12]=3)=[N:8][C:4]=2[CH:3]=1)(=[O:28])=[O:27], predict the reactants needed to synthesize it. The reactants are: [NH2:1][C:2]1[CH:24]=[CH:23][C:5]2[N:6]([C:17]3[CH:22]=[CH:21][CH:20]=[CH:19][N:18]=3)[C:7](/[CH:9]=[CH:10]/[C:11]3[CH:16]=[CH:15][CH:14]=[CH:13][CH:12]=3)=[N:8][C:4]=2[CH:3]=1.[CH3:25][S:26](Cl)(=[O:28])=[O:27]. (8) Given the product [CH2:15]([O:18][N:19]=[CH:1][C:3]1[CH:13]=[CH:12][C:6](/[CH:7]=[CH:8]/[C:9]([OH:11])=[O:10])=[CH:5][CH:4]=1)[C:16]1[CH:5]=[CH:4][CH:3]=[CH:1][CH:17]=1, predict the reactants needed to synthesize it. The reactants are: [CH:1]([C:3]1[CH:13]=[CH:12][C:6](/[CH:7]=[CH:8]/[C:9]([OH:11])=[O:10])=[CH:5][CH:4]=1)=O.Cl.[CH2:15]([O:18][NH2:19])[CH:16]=[CH2:17]. (9) Given the product [C:11]([O:15][C:16](=[O:17])[NH:18][CH2:19][CH2:20][C:21](=[C:5]1[C:6](=[O:8])[O:7][C:2]([CH3:10])([CH3:1])[O:3][C:4]1=[O:9])[OH:22])([CH3:14])([CH3:12])[CH3:13], predict the reactants needed to synthesize it. The reactants are: [CH3:1][C:2]1([CH3:10])[O:7][C:6](=[O:8])[CH2:5][C:4](=[O:9])[O:3]1.[C:11]([O:15][C:16]([NH:18][CH2:19][CH2:20][C:21](O)=[O:22])=[O:17])([CH3:14])([CH3:13])[CH3:12].Cl.C(N=C=NCCCN(C)C)C.